Dataset: CYP2D6 inhibition data for predicting drug metabolism from PubChem BioAssay. Task: Regression/Classification. Given a drug SMILES string, predict its absorption, distribution, metabolism, or excretion properties. Task type varies by dataset: regression for continuous measurements (e.g., permeability, clearance, half-life) or binary classification for categorical outcomes (e.g., BBB penetration, CYP inhibition). Dataset: cyp2d6_veith. (1) The molecule is O=C1c2ccccc2C(=O)N1C1(C(=O)NC2(C(=O)O)CCCC2)CCCC1. The result is 0 (non-inhibitor). (2) The drug is Cc1cc(-c2ccc(Cl)cc2)oc(=O)c1NC(=O)c1ccccc1. The result is 0 (non-inhibitor). (3) The compound is CC1CCCN(C/C=C/c2ccccc2[N+](=O)[O-])C1. The result is 1 (inhibitor). (4) The molecule is Cc1ccc(-c2nc3ccccc3[nH]2)cc1NC(=O)c1ccc2c(c1)OCO2. The result is 1 (inhibitor).